Dataset: Forward reaction prediction with 1.9M reactions from USPTO patents (1976-2016). Task: Predict the product of the given reaction. (1) Given the reactants [CH:1]1([C:4]2[N:5]=[C:6]3[C:12]([C:13](O)=[O:14])=[CH:11][N:10]([CH2:16][O:17][CH2:18][CH2:19][Si:20]([CH3:23])([CH3:22])[CH3:21])[C:7]3=[N:8][CH:9]=2)[CH2:3][CH2:2]1.Cl.[NH2:25][C:26]1([C:31]([OH:34])([CH3:33])[CH3:32])[CH2:30][CH2:29][CH2:28][CH2:27]1.C(Cl)CCl.C1C=CC2N(O)N=NC=2C=1.CCN(C(C)C)C(C)C, predict the reaction product. The product is: [OH:34][C:31]([C:26]1([NH:25][C:13]([C:12]2[C:6]3[C:7](=[N:8][CH:9]=[C:4]([CH:1]4[CH2:2][CH2:3]4)[N:5]=3)[N:10]([CH2:16][O:17][CH2:18][CH2:19][Si:20]([CH3:22])([CH3:21])[CH3:23])[CH:11]=2)=[O:14])[CH2:30][CH2:29][CH2:28][CH2:27]1)([CH3:33])[CH3:32]. (2) Given the reactants [CH3:1][C:2]([CH3:46])([CH2:44][CH3:45])[C:3]([O:5][CH:6]1[CH:15]2[C:10]([CH:11]=[CH:12][CH:13]([CH3:42])[CH:14]2[CH2:16][CH2:17][CH:18]2[CH2:23][CH:22]([O:24][C:25](=[O:40])[CH2:26][CH2:27][C:28]([O:30][C:31]3[CH:36]=[CH:35][C:34]([C:37](=O)[NH2:38])=[CH:33][CH:32]=3)=[O:29])[CH2:21][C:20](=[O:41])[O:19]2)=[CH:9][CH:8]([CH3:43])[CH2:7]1)=[O:4].COC1C=CC(P2(SP(C3C=CC(OC)=CC=3)(=S)S2)=[S:56])=CC=1, predict the reaction product. The product is: [C:37]([C:34]1[CH:35]=[CH:36][C:31]([O:30][C:28](=[O:29])[CH2:27][CH2:26][C:25]([O:24][CH:22]2[CH2:21][C:20](=[O:41])[O:19][CH:18]([CH2:17][CH2:16][CH:14]3[CH:15]4[C:10](=[CH:9][CH:8]([CH3:43])[CH2:7][CH:6]4[O:5][C:3](=[O:4])[C:2]([CH3:1])([CH3:46])[CH2:44][CH3:45])[CH:11]=[CH:12][CH:13]3[CH3:42])[CH2:23]2)=[O:40])=[CH:32][CH:33]=1)(=[S:56])[NH2:38].